From a dataset of NCI-60 drug combinations with 297,098 pairs across 59 cell lines. Regression. Given two drug SMILES strings and cell line genomic features, predict the synergy score measuring deviation from expected non-interaction effect. (1) Drug 1: CC12CCC(CC1=CCC3C2CCC4(C3CC=C4C5=CN=CC=C5)C)O. Drug 2: C1=CC(=C2C(=C1NCCNCCO)C(=O)C3=C(C=CC(=C3C2=O)O)O)NCCNCCO. Cell line: SN12C. Synergy scores: CSS=55.2, Synergy_ZIP=9.43, Synergy_Bliss=8.17, Synergy_Loewe=-23.9, Synergy_HSA=8.69. (2) Drug 1: CC12CCC3C(C1CCC2O)C(CC4=C3C=CC(=C4)O)CCCCCCCCCS(=O)CCCC(C(F)(F)F)(F)F. Drug 2: CC1C(C(CC(O1)OC2CC(CC3=C2C(=C4C(=C3O)C(=O)C5=CC=CC=C5C4=O)O)(C(=O)C)O)N)O. Cell line: UACC-257. Synergy scores: CSS=46.1, Synergy_ZIP=-1.51, Synergy_Bliss=1.04, Synergy_Loewe=-8.38, Synergy_HSA=1.13. (3) Drug 1: C1=C(C(=O)NC(=O)N1)F. Drug 2: C1=NC2=C(N=C(N=C2N1C3C(C(C(O3)CO)O)F)Cl)N. Cell line: MOLT-4. Synergy scores: CSS=64.4, Synergy_ZIP=2.71, Synergy_Bliss=0.315, Synergy_Loewe=-1.46, Synergy_HSA=1.12. (4) Drug 1: C1=CC(=CC=C1CC(C(=O)O)N)N(CCCl)CCCl.Cl. Drug 2: CC1=C(N=C(N=C1N)C(CC(=O)N)NCC(C(=O)N)N)C(=O)NC(C(C2=CN=CN2)OC3C(C(C(C(O3)CO)O)O)OC4C(C(C(C(O4)CO)O)OC(=O)N)O)C(=O)NC(C)C(C(C)C(=O)NC(C(C)O)C(=O)NCCC5=NC(=CS5)C6=NC(=CS6)C(=O)NCCC[S+](C)C)O. Cell line: UO-31. Synergy scores: CSS=8.32, Synergy_ZIP=-2.95, Synergy_Bliss=-1.68, Synergy_Loewe=-34.6, Synergy_HSA=-1.39. (5) Drug 1: CCN(CC)CCNC(=O)C1=C(NC(=C1C)C=C2C3=C(C=CC(=C3)F)NC2=O)C. Drug 2: CNC(=O)C1=NC=CC(=C1)OC2=CC=C(C=C2)NC(=O)NC3=CC(=C(C=C3)Cl)C(F)(F)F. Cell line: MDA-MB-435. Synergy scores: CSS=14.5, Synergy_ZIP=-1.46, Synergy_Bliss=-0.703, Synergy_Loewe=-2.82, Synergy_HSA=0.594. (6) Drug 1: C1=CN(C=N1)CC(O)(P(=O)(O)O)P(=O)(O)O. Drug 2: C1=NNC2=C1C(=O)NC=N2. Cell line: ACHN. Synergy scores: CSS=-1.41, Synergy_ZIP=1.73, Synergy_Bliss=2.33, Synergy_Loewe=-1.14, Synergy_HSA=-0.528. (7) Drug 1: C1CCN(CC1)CCOC2=CC=C(C=C2)C(=O)C3=C(SC4=C3C=CC(=C4)O)C5=CC=C(C=C5)O. Drug 2: CC1C(C(CC(O1)OC2CC(OC(C2O)C)OC3=CC4=CC5=C(C(=O)C(C(C5)C(C(=O)C(C(C)O)O)OC)OC6CC(C(C(O6)C)O)OC7CC(C(C(O7)C)O)OC8CC(C(C(O8)C)O)(C)O)C(=C4C(=C3C)O)O)O)O. Cell line: SF-539. Synergy scores: CSS=11.1, Synergy_ZIP=-8.52, Synergy_Bliss=-10.3, Synergy_Loewe=-40.1, Synergy_HSA=-9.13.